This data is from Reaction yield outcomes from USPTO patents with 853,638 reactions. The task is: Predict the reaction yield, written as a fraction of the theoretical maximum amount of product (1.0 means a 100% yield; for example, 0.34 means a 34% yield). (1) The reactants are [C:1]([O:10]C)(=O)[C:2]1[C:3](=[CH:5][CH:6]=[CH:7][CH:8]=1)[SH:4].[CH2:12]([NH:19][C:20]([C:22]1[CH:27]=[CH:26][CH:25]=[C:24]([C:28]#[N:29])[N:23]=1)=[O:21])[C:13]1[CH:18]=[CH:17][CH:16]=[CH:15][CH:14]=1.C(N(CC)CC)C. The catalyst is C1(C)C=CC=CC=1. The product is [CH2:12]([NH:19][C:20]([C:22]1[CH:27]=[CH:26][CH:25]=[C:24]([C:28]2[S:4][C:3]3[CH:5]=[CH:6][CH:7]=[CH:8][C:2]=3[C:1](=[O:10])[N:29]=2)[N:23]=1)=[O:21])[C:13]1[CH:18]=[CH:17][CH:16]=[CH:15][CH:14]=1. The yield is 0.970. (2) The reactants are C([N:4]1[CH2:9][CH2:8][CH:7]([C:10]2[CH:18]=[CH:17][C:13]([C:14]([OH:16])=[O:15])=[CH:12][CH:11]=2)[CH2:6][CH2:5]1)(=O)C.[ClH:19]. No catalyst specified. The product is [ClH:19].[NH:4]1[CH2:9][CH2:8][CH:7]([C:10]2[CH:18]=[CH:17][C:13]([C:14]([OH:16])=[O:15])=[CH:12][CH:11]=2)[CH2:6][CH2:5]1. The yield is 0.860.